Task: Predict the reaction yield, written as a fraction of the theoretical maximum amount of product (1.0 means a 100% yield; for example, 0.34 means a 34% yield).. Dataset: Reaction yield outcomes from USPTO patents with 853,638 reactions (1) The reactants are [N:1]1([C:7]2[N:12]=[C:11]([N:13]3[CH2:18][CH2:17][O:16][CH2:15][CH2:14]3)[N:10]=[C:9]([C:19]3[CH:25]=[CH:24][C:22]([NH2:23])=[CH:21][CH:20]=3)[N:8]=2)[CH2:6][CH2:5][O:4][CH2:3][CH2:2]1.ClC(Cl)(O[C:30](=[O:36])OC(Cl)(Cl)Cl)Cl.C(N(CC)CC)C.[NH2:45][C:46]1[CH:51]=[CH:50][N:49]=[CH:48][CH:47]=1. The catalyst is C(Cl)Cl. The product is [N:1]1([C:7]2[N:12]=[C:11]([N:13]3[CH2:18][CH2:17][O:16][CH2:15][CH2:14]3)[N:10]=[C:9]([C:19]3[CH:25]=[CH:24][C:22]([NH:23][C:30]([NH:45][C:46]4[CH:51]=[CH:50][N:49]=[CH:48][CH:47]=4)=[O:36])=[CH:21][CH:20]=3)[N:8]=2)[CH2:2][CH2:3][O:4][CH2:5][CH2:6]1. The yield is 0.360. (2) The product is [OH:31][CH2:28][C:29]#[C:30][C:2]1[CH:7]=[CH:6][C:5]([S:8]([NH:11][CH2:12][C:13]2[CH:27]=[CH:26][C:16]([C:17]([NH:19][C:20]3[CH:21]=[N:22][CH:23]=[CH:24][CH:25]=3)=[O:18])=[CH:15][CH:14]=2)(=[O:10])=[O:9])=[CH:4][CH:3]=1. The yield is 0.730. The reactants are I[C:2]1[CH:7]=[CH:6][C:5]([S:8]([NH:11][CH2:12][C:13]2[CH:27]=[CH:26][C:16]([C:17]([NH:19][C:20]3[CH:21]=[N:22][CH:23]=[CH:24][CH:25]=3)=[O:18])=[CH:15][CH:14]=2)(=[O:10])=[O:9])=[CH:4][CH:3]=1.[CH2:28]([OH:31])[C:29]#[CH:30]. The catalyst is CCN(CC)CC.CN(C=O)C.CCOC(C)=O.Cl[Pd](Cl)([P](C1C=CC=CC=1)(C1C=CC=CC=1)C1C=CC=CC=1)[P](C1C=CC=CC=1)(C1C=CC=CC=1)C1C=CC=CC=1.[Cu]I. (3) The reactants are [Cl:1][C:2]1[CH:7]=[CH:6][C:5]([NH:8][NH:9][C:10]([C:12]2[S:13][CH:14]=[CH:15][CH:16]=2)=[O:11])=[CH:4][CH:3]=1.C(N(CC)CC)C.[C:24](N1C=CN=C1)(N1C=CN=C1)=[O:25]. The catalyst is C1COCC1. The product is [Cl:1][C:2]1[CH:7]=[CH:6][C:5]([N:8]2[N:9]=[C:10]([C:12]3[S:13][CH:14]=[CH:15][CH:16]=3)[O:11][C:24]2=[O:25])=[CH:4][CH:3]=1. The yield is 0.810. (4) The reactants are [I-].ClC1C=CC=C[N+]=1C.[CH2:10]([O:12][C:13](=[O:23])[NH:14][C:15]([N:17]1[CH2:22][CH2:21][O:20][CH2:19][CH2:18]1)=S)[CH3:11].Cl.Cl.[NH2:26][CH:27]([CH2:40][CH:41]1[CH2:46][CH2:45][CH2:44][CH2:43][CH2:42]1)[C:28]([NH:30][C:31]1([C:38]#[N:39])[CH2:36][CH2:35][N:34]([CH3:37])[CH2:33][CH2:32]1)=[O:29].C(N(CC)C(C)C)(C)C. The catalyst is ClCCl.C(O)(=O)CC(CC(O)=O)(C(O)=O)O. The product is [CH2:10]([O:12][C:13](=[O:23])[N:14]=[C:15]([NH:26][CH:27]([C:28](=[O:29])[NH:30][C:31]1([C:38]#[N:39])[CH2:32][CH2:33][N:34]([CH3:37])[CH2:35][CH2:36]1)[CH2:40][CH:41]1[CH2:46][CH2:45][CH2:44][CH2:43][CH2:42]1)[N:17]1[CH2:22][CH2:21][O:20][CH2:19][CH2:18]1)[CH3:11]. The yield is 0.260.